This data is from Forward reaction prediction with 1.9M reactions from USPTO patents (1976-2016). The task is: Predict the product of the given reaction. (1) Given the reactants [NH2:1][C:2]1([CH2:8][NH:9][C:10]2[C:19]3[C:14](=[CH:15][CH:16]=[CH:17][CH:18]=3)[N:13]=[CH:12][C:11]=2[N+:20]([O-:22])=[O:21])[CH2:7][CH2:6][CH2:5][CH2:4][CH2:3]1.[OH-].[Na+].[C:25](O[C:25]([O:27][C:28]([CH3:31])([CH3:30])[CH3:29])=[O:26])([O:27][C:28]([CH3:31])([CH3:30])[CH3:29])=[O:26], predict the reaction product. The product is: [N+:20]([C:11]1[CH:12]=[N:13][C:14]2[C:19]([C:10]=1[NH:9][CH2:8][C:2]1([NH:1][C:25](=[O:26])[O:27][C:28]([CH3:31])([CH3:30])[CH3:29])[CH2:7][CH2:6][CH2:5][CH2:4][CH2:3]1)=[CH:18][CH:17]=[CH:16][CH:15]=2)([O-:22])=[O:21]. (2) Given the reactants [C:1]([NH:11][C:12]1([CH2:15][OH:16])[CH2:14][CH2:13]1)([O:3][CH2:4][C:5]1[CH:10]=[CH:9][CH:8]=[CH:7][CH:6]=1)=[O:2].CCN(C(C)C)C(C)C.[CH3:26][S:27](Cl)(=[O:29])=[O:28], predict the reaction product. The product is: [C:1]([NH:11][C:12]1([CH2:15][O:16][S:27]([CH3:26])(=[O:29])=[O:28])[CH2:13][CH2:14]1)([O:3][CH2:4][C:5]1[CH:10]=[CH:9][CH:8]=[CH:7][CH:6]=1)=[O:2]. (3) The product is: [C:1]([C:3]1[C:11]2[C:6](=[CH:7][C:8]([NH:19][C:22](=[O:31])[O:45][C:41]([CH3:44])([CH3:43])[CH3:42])=[CH:9][CH:10]=2)[N:5]([CH2:15][CH3:16])[CH:4]=1)#[N:2]. Given the reactants [C:1]([C:3]1[C:11]2[C:6](=[CH:7][C:8](C(O)=O)=[CH:9][CH:10]=2)[N:5]([CH2:15][CH3:16])[CH:4]=1)#[N:2].CC[N:19]([CH2:22]C)CC.C1(P(N=[N+]=[N-])(C2C=CC=CC=2)=[O:31])C=CC=CC=1.[C:41]([OH:45])([CH3:44])([CH3:43])[CH3:42], predict the reaction product. (4) Given the reactants [H-].[H-].[H-].[H-].[Li+].[Al+3].[C:7]([Si:11]([CH3:25])([CH3:24])[O:12][C:13]1[C:21]2[O:20][C:19]([CH2:22]Cl)=[CH:18][C:17]=2[CH:16]=[CH:15][CH:14]=1)([CH3:10])([CH3:9])[CH3:8].O, predict the reaction product. The product is: [C:7]([Si:11]([CH3:25])([CH3:24])[O:12][C:13]1[C:21]2[O:20][C:19](=[CH2:22])[CH2:18][C:17]=2[CH:16]=[CH:15][CH:14]=1)([CH3:10])([CH3:9])[CH3:8].